From a dataset of Forward reaction prediction with 1.9M reactions from USPTO patents (1976-2016). Predict the product of the given reaction. Given the reactants [CH2:1]1[C:10]2[C:5]3=[C:6]([CH2:11][CH2:12][C:13](=[O:14])[N:4]3[CH2:3][CH2:2]1)[CH:7]=[CH:8][CH:9]=2.[Cl:15][CH2:16][CH2:17][CH2:18][CH2:19][C:20](Cl)=[O:21], predict the reaction product. The product is: [Cl:15][CH2:16][CH2:17][CH2:18][CH2:19][C:20]([C:8]1[CH:9]=[C:10]2[C:5]3=[C:6]([CH2:11][CH2:12][C:13](=[O:14])[N:4]3[CH2:3][CH2:2][CH2:1]2)[CH:7]=1)=[O:21].